This data is from Full USPTO retrosynthesis dataset with 1.9M reactions from patents (1976-2016). The task is: Predict the reactants needed to synthesize the given product. Given the product [CH3:28][C:5]1[N:6]=[C:7]([NH:9][C:10](=[O:27])[CH:11]([NH:15][C:16](=[O:26])[CH2:17][C:18]2[CH:23]=[C:22]([F:24])[CH:21]=[C:20]([F:25])[CH:19]=2)[CH2:12][CH2:13][CH3:14])[S:8][C:4]=1[CH:1]([NH:32][CH2:29][CH2:30][CH3:31])[CH3:2], predict the reactants needed to synthesize it. The reactants are: [C:1]([C:4]1[S:8][C:7]([NH:9][C:10](=[O:27])[CH:11]([NH:15][C:16](=[O:26])[CH2:17][C:18]2[CH:23]=[C:22]([F:24])[CH:21]=[C:20]([F:25])[CH:19]=2)[CH2:12][CH2:13][CH3:14])=[N:6][C:5]=1[CH3:28])(=O)[CH3:2].[CH2:29]([NH2:32])[CH2:30][CH3:31].C([BH3-])#N.[Na+].C([O-])(=O)C.[Na+].S([O-])([O-])(=O)=O.[Na+].[Na+].